Dataset: NCI-60 drug combinations with 297,098 pairs across 59 cell lines. Task: Regression. Given two drug SMILES strings and cell line genomic features, predict the synergy score measuring deviation from expected non-interaction effect. (1) Drug 1: C1CN1C2=NC(=NC(=N2)N3CC3)N4CC4. Drug 2: COC1=C2C(=CC3=C1OC=C3)C=CC(=O)O2. Cell line: OVCAR-8. Synergy scores: CSS=20.3, Synergy_ZIP=-10.2, Synergy_Bliss=1.23, Synergy_Loewe=-15.0, Synergy_HSA=1.05. (2) Drug 1: CCCCC(=O)OCC(=O)C1(CC(C2=C(C1)C(=C3C(=C2O)C(=O)C4=C(C3=O)C=CC=C4OC)O)OC5CC(C(C(O5)C)O)NC(=O)C(F)(F)F)O. Drug 2: C#CCC(CC1=CN=C2C(=N1)C(=NC(=N2)N)N)C3=CC=C(C=C3)C(=O)NC(CCC(=O)O)C(=O)O. Cell line: OVCAR-5. Synergy scores: CSS=20.9, Synergy_ZIP=-6.31, Synergy_Bliss=-8.20, Synergy_Loewe=-7.70, Synergy_HSA=-8.53. (3) Drug 1: CN(C)N=NC1=C(NC=N1)C(=O)N. Drug 2: C1=NC2=C(N=C(N=C2N1C3C(C(C(O3)CO)O)F)Cl)N. Cell line: T-47D. Synergy scores: CSS=-1.98, Synergy_ZIP=-0.740, Synergy_Bliss=-2.13, Synergy_Loewe=-3.85, Synergy_HSA=-2.96. (4) Drug 1: COC1=CC(=CC(=C1O)OC)C2C3C(COC3=O)C(C4=CC5=C(C=C24)OCO5)OC6C(C(C7C(O6)COC(O7)C8=CC=CS8)O)O. Drug 2: CS(=O)(=O)CCNCC1=CC=C(O1)C2=CC3=C(C=C2)N=CN=C3NC4=CC(=C(C=C4)OCC5=CC(=CC=C5)F)Cl. Cell line: MDA-MB-435. Synergy scores: CSS=-2.45, Synergy_ZIP=-0.288, Synergy_Bliss=1.73, Synergy_Loewe=-9.94, Synergy_HSA=-3.73. (5) Drug 1: CC1=C(C=C(C=C1)NC(=O)C2=CC=C(C=C2)CN3CCN(CC3)C)NC4=NC=CC(=N4)C5=CN=CC=C5. Drug 2: C1CN1C2=NC(=NC(=N2)N3CC3)N4CC4. Cell line: NCI-H226. Synergy scores: CSS=2.33, Synergy_ZIP=-0.132, Synergy_Bliss=0.104, Synergy_Loewe=-3.51, Synergy_HSA=-1.58. (6) Drug 1: CS(=O)(=O)C1=CC(=C(C=C1)C(=O)NC2=CC(=C(C=C2)Cl)C3=CC=CC=N3)Cl. Drug 2: C(=O)(N)NO. Cell line: SK-MEL-5. Synergy scores: CSS=-3.90, Synergy_ZIP=7.27, Synergy_Bliss=2.93, Synergy_Loewe=-2.09, Synergy_HSA=-1.31. (7) Drug 1: CC12CCC(CC1=CCC3C2CCC4(C3CC=C4C5=CN=CC=C5)C)O. Drug 2: C1=C(C(=O)NC(=O)N1)N(CCCl)CCCl. Cell line: HCC-2998. Synergy scores: CSS=-0.542, Synergy_ZIP=0.320, Synergy_Bliss=0.822, Synergy_Loewe=-1.50, Synergy_HSA=-0.666. (8) Drug 1: C1C(C(OC1N2C=C(C(=O)NC2=O)F)CO)O. Drug 2: C1=CC=C(C(=C1)C(C2=CC=C(C=C2)Cl)C(Cl)Cl)Cl. Cell line: SW-620. Synergy scores: CSS=14.5, Synergy_ZIP=-0.691, Synergy_Bliss=-1.84, Synergy_Loewe=-16.8, Synergy_HSA=-2.11. (9) Drug 1: CC1OCC2C(O1)C(C(C(O2)OC3C4COC(=O)C4C(C5=CC6=C(C=C35)OCO6)C7=CC(=C(C(=C7)OC)O)OC)O)O. Drug 2: C#CCC(CC1=CN=C2C(=N1)C(=NC(=N2)N)N)C3=CC=C(C=C3)C(=O)NC(CCC(=O)O)C(=O)O. Cell line: SN12C. Synergy scores: CSS=26.6, Synergy_ZIP=-10.0, Synergy_Bliss=-4.17, Synergy_Loewe=-2.96, Synergy_HSA=-2.94.